This data is from Drug-target binding data from BindingDB using IC50 measurements. The task is: Regression. Given a target protein amino acid sequence and a drug SMILES string, predict the binding affinity score between them. We predict pIC50 (pIC50 = -log10(IC50 in M); higher means more potent). Dataset: bindingdb_ic50. (1) The drug is OC[C@H]1NC[C@@H](O)[C@@H]1O. The target protein sequence is MGTGSLAPGVRAGGGNTGWLWMSSCNLGLPVLSISFLIWLLLAAPGAQAAGYKTCPTTKPGMLNVHLLPHTHDDVGWLKTVDQYYYGIMSDVQHASVQYILDSVIYSLLNDPTRRFIYVEMAFFSRWWKQQTNVTQDAVRNLVRQGRLEFVNGGWVMNDEAATHYGAIVDQMTLGLRFLQDTFGSDGLPRVAWHIDPFGHSREQASLFAQMGFDGFFLGRIDYQDKFNRKRKLKMEELWRASASLKPPAADLFTGVLPNNYNPPKDLCWDVLCTDPPVVDDPTSPEFNANKLVDYFLNLASSQKKYYRTNHTVMTMGSDFQYENANMWFKNMDKLIRLVNEQQANGSKVHVLYSTPSCYLWELNKANLTWTVKEDDFFPYADGPHMFWTGYFSSRPALKRYERLSYNFLQVCNQLEALVGPEAKVGPYGSGDSAPLNEAMAVLQHHDAVTGTARQNVVNDYAKQLAAGWGPCEVLVSNALARLSLYKQNFSFCREINISI.... The pIC50 is 4.0. (2) The small molecule is Cc1cc(CN(Cc2ccc(-c3csnn3)cc2)S(=O)(=O)c2ccccc2)cc(C)c1OC(Cc1ccccc1)C(=O)O. The target protein (P18031) has sequence MEMEKEFEQIDKSGSWAAIYQDIRHEASDFPCRVAKLPKNKNRNRYRDVSPFDHSRIKLHQEDNDYINASLIKMEEAQRSYILTQGPLPNTCGHFWEMVWEQKSRGVVMLNRVMEKGSLKCAQYWPQKEEKEMIFEDTNLKLTLISEDIKSYYTVRQLELENLTTQETREILHFHYTTWPDFGVPESPASFLNFLFKVRESGSLSPEHGPVVVHCSAGIGRSGTFCLADTCLLLMDKRKDPSSVDIKKVLLEMRKFRMGLIQTADQLRFSYLAVIEGAKFIMGDSSVQDQWKELSHEDLEPPPEHIPPPPRPPKRILEPHNGKCREFFPNHQWVKEETQEDKDCPIKEEKGSPLNAAPYGIESMSQDTEVRSRVVGGSLRGAQAASPAKGEPSLPEKDEDHALSYWKPFLVNMCVATVLTAGAYLCYRFLFNSNT. The pIC50 is 4.4. (3) The compound is CC1(C)OC2=C(C(=O)C(=O)c3ccccc32)C1Nc1cccc(-c2cn(C[Se]c3ccccc3)nn2)c1. The target protein sequence is MVGRRALIVLAHSERTSFNYAMKEAAAAALKKKGWEVVESDLYAMNFNPIISRKDITGKLKDPANFQYPAESVLAYKEGHLSPDIVAEQKKLEAADLVIFQFPLQWFGVPAILKGWFERVFIGEFAYTYAAMYDKGPFRSKKAVLSITTGGSGSMYSLQGIHGDMNVILWPIQSGILHFCGFQVLEPQLTYSIGHTPADARIQILEGWKKRLENIWDETPLYFAPSSLFDLNFQAGFLMKKEVQDEEKNKKFGLSVGHHLGKSIPTDNQIKARK. The pIC50 is 6.2.